This data is from Full USPTO retrosynthesis dataset with 1.9M reactions from patents (1976-2016). The task is: Predict the reactants needed to synthesize the given product. (1) Given the product [CH2:1]([N:8]1[CH2:24][CH2:23][N:11]2[C:12](=[O:22])[C:13]3[C:14]([CH3:21])=[CH:15][C:16]([Br:27])=[C:17]([OH:20])[C:18]=3[CH2:19][C@@H:10]2[CH2:9]1)[C:2]1[CH:3]=[CH:4][CH:5]=[CH:6][CH:7]=1, predict the reactants needed to synthesize it. The reactants are: [CH2:1]([N:8]1[CH2:24][CH2:23][N:11]2[C:12](=[O:22])[C:13]3[C:14]([CH3:21])=[CH:15][CH:16]=[C:17]([OH:20])[C:18]=3[CH2:19][C@@H:10]2[CH2:9]1)[C:2]1[CH:7]=[CH:6][CH:5]=[CH:4][CH:3]=1.CO.[Br-:27].[Br-].[Br-].C([N+](CCCC)(CCCC)CCCC)CCC.C([N+](CCCC)(CCCC)CCCC)CCC.C([N+](CCCC)(CCCC)CCCC)CCC. (2) Given the product [CH3:1][O:2][C:14]([C:12]([C:11]([O:19][CH3:18])=[O:10])=[O:13])=[O:15], predict the reactants needed to synthesize it. The reactants are: [CH3:1][O:2]C(=O)C(=O)CCC.[OH:10][CH:11]1[O:19][C@H:18](CO)[C@@H](O)[C@H:14]([OH:15])[C@@H:12]1[OH:13]. (3) The reactants are: [CH3:1][N:2]1[C:7]2[C:8](C)=[CH:9][NH:10][C:6]=2[C:5](=[O:12])[N:4]([CH3:13])[C:3]1=[O:14].Br[CH2:16][C:17]([NH:19][C:20]1[S:21][CH:22]=[C:23]([C:25]2[CH:30]=[C:29]([F:31])[C:28]([O:32][CH2:33][CH2:34][C:35]([F:38])([F:37])[F:36])=[C:27]([F:39])[CH:26]=2)[N:24]=1)=[O:18].[H-].[Na+]. Given the product [F:39][C:27]1[CH:26]=[C:25]([C:23]2[N:24]=[C:20]([NH:19][C:17](=[O:18])[CH2:16][N:10]3[C:6]4[C:5](=[O:12])[N:4]([CH3:13])[C:3](=[O:14])[N:2]([CH3:1])[C:7]=4[CH:8]=[CH:9]3)[S:21][CH:22]=2)[CH:30]=[C:29]([F:31])[C:28]=1[O:32][CH2:33][CH2:34][C:35]([F:36])([F:37])[F:38], predict the reactants needed to synthesize it. (4) Given the product [CH3:53][C:52]1[O:51][C:50](=[O:54])[O:49][C:48]=1[CH2:47][O:25][C:24](=[O:26])[CH2:23][NH:22][C:20]1[CH:19]=[CH:18][CH:17]=[C:16]([CH:15]([S:12]([C:7]2[CH:8]=[CH:9][CH:10]=[CH:11][N:6]=2)(=[O:14])=[O:13])[NH:27][CH2:28][C:29]2[CH:34]=[CH:33][C:32]([C:35]3[S:36][CH:37]=[CH:38][N:39]=3)=[CH:31][CH:30]=2)[N:21]=1, predict the reactants needed to synthesize it. The reactants are: CN(C)C=O.[N:6]1[CH:11]=[CH:10][CH:9]=[CH:8][C:7]=1[S:12]([CH:15]([NH:27][CH2:28][C:29]1[CH:34]=[CH:33][C:32]([C:35]2[S:36][CH:37]=[CH:38][N:39]=2)=[CH:31][CH:30]=1)[C:16]1[N:21]=[C:20]([NH:22][CH2:23][C:24]([OH:26])=[O:25])[CH:19]=[CH:18][CH:17]=1)(=[O:14])=[O:13].C(=O)([O-])[O-].[K+].[K+].Cl[CH2:47][C:48]1[O:49][C:50](=[O:54])[O:51][C:52]=1[CH3:53]. (5) Given the product [OH:12][C:5]1[C:6]2[C:11](=[CH:10][CH:9]=[CH:8][CH:7]=2)[C:2]([CH3:17])=[N:3][C:4]=1[C:13]([O:15][CH3:16])=[O:14], predict the reactants needed to synthesize it. The reactants are: Cl[C:2]1[C:11]2[C:6](=[CH:7][CH:8]=[CH:9][CH:10]=2)[C:5]([OH:12])=[C:4]([C:13]([O:15][CH3:16])=[O:14])[N:3]=1.[CH3:17][Sn](C)(C)C. (6) Given the product [CH3:12][O:11][C:8]1[CH:9]=[CH:10][C:2]([C:21](=[O:32])[C:22]2[CH:27]=[CH:26][C:25]([C:28]([F:29])([F:30])[F:31])=[CH:24][CH:23]=2)=[C:3]([CH:7]=1)[C:4]([OH:6])=[O:5], predict the reactants needed to synthesize it. The reactants are: Br[C:2]1[CH:10]=[CH:9][C:8]([O:11][CH3:12])=[CH:7][C:3]=1[C:4]([OH:6])=[O:5].C([Li])CCC.CON(C)[C:21](=[O:32])[C:22]1[CH:27]=[CH:26][C:25]([C:28]([F:31])([F:30])[F:29])=[CH:24][CH:23]=1. (7) Given the product [CH3:1][O:2][C:6]1[CH:31]=[N:30][C:9]2[N:10]=[C:11]([N:17]3[CH2:20][CH:19]([N:21]([CH3:29])[C:22](=[O:28])[O:23][C:24]([CH3:27])([CH3:26])[CH3:25])[CH2:18]3)[C:12]3[N:13]([CH:14]=[N:15][N:16]=3)[C:8]=2[CH:7]=1, predict the reactants needed to synthesize it. The reactants are: [CH3:1][OH:2].[H-].[Na+].Br[C:6]1[CH:31]=[N:30][C:9]2[N:10]=[C:11]([N:17]3[CH2:20][CH:19]([N:21]([CH3:29])[C:22](=[O:28])[O:23][C:24]([CH3:27])([CH3:26])[CH3:25])[CH2:18]3)[C:12]3[N:13]([CH:14]=[N:15][N:16]=3)[C:8]=2[CH:7]=1. (8) Given the product [OH:1][C:2]1([CH3:17])[CH2:3][CH2:4][CH:5]([CH2:8][NH:9][C:10](=[O:16])[O:11][C:12]([CH3:13])([CH3:15])[CH3:14])[CH2:6][CH2:7]1, predict the reactants needed to synthesize it. The reactants are: [O:1]=[C:2]1[CH2:7][CH2:6][CH:5]([CH2:8][NH:9][C:10](=[O:16])[O:11][C:12]([CH3:15])([CH3:14])[CH3:13])[CH2:4][CH2:3]1.[CH3:17][Mg]Br.